Dataset: Forward reaction prediction with 1.9M reactions from USPTO patents (1976-2016). Task: Predict the product of the given reaction. (1) Given the reactants [NH2:1][CH2:2][CH:3]1[CH2:8][C:7]([F:10])([F:9])[CH2:6][CH2:5][N:4]1[C:11]([O:13][C:14]([CH3:17])([CH3:16])[CH3:15])=[O:12].[Cl:18][C:19]1[CH:20]=[C:21]2[C:27]([C:28]3[N:33]=[C:32](S(C)=O)[C:31]([F:37])=[CH:30][N:29]=3)=[CH:26][N:25]([S:38]([C:41]3[CH:46]=[CH:45][C:44]([CH3:47])=[CH:43][CH:42]=3)(=[O:40])=[O:39])[C:22]2=[N:23][CH:24]=1, predict the reaction product. The product is: [Cl:18][C:19]1[CH:20]=[C:21]2[C:27]([C:28]3[N:33]=[C:32]([NH:1][CH2:2][CH:3]4[CH2:8][C:7]([F:10])([F:9])[CH2:6][CH2:5][N:4]4[C:11]([O:13][C:14]([CH3:17])([CH3:16])[CH3:15])=[O:12])[C:31]([F:37])=[CH:30][N:29]=3)=[CH:26][N:25]([S:38]([C:41]3[CH:46]=[CH:45][C:44]([CH3:47])=[CH:43][CH:42]=3)(=[O:40])=[O:39])[C:22]2=[N:23][CH:24]=1. (2) Given the reactants [C:1]([C:5]1[N:10]=[C:9]([O:11][CH2:12][CH3:13])[C:8]([C:14]2[N:15]([C:35](Cl)=[O:36])[C:16]([C:28]3[CH:33]=[CH:32][C:31]([Cl:34])=[CH:30][CH:29]=3)([CH3:27])[C:17]([C:20]3[CH:25]=[CH:24][C:23]([Cl:26])=[CH:22][CH:21]=3)([CH3:19])[N:18]=2)=[CH:7][N:6]=1)([CH3:4])([CH3:3])[CH3:2].[CH3:38][S:39]([CH2:42][CH2:43][N:44]1[CH2:49][CH2:48][NH:47][CH2:46][CH2:45]1)(=[O:41])=[O:40], predict the reaction product. The product is: [C:1]([C:5]1[N:10]=[C:9]([O:11][CH2:12][CH3:13])[C:8]([C:14]2[N:15]([C:35]([N:47]3[CH2:46][CH2:45][N:44]([CH2:43][CH2:42][S:39]([CH3:38])(=[O:40])=[O:41])[CH2:49][CH2:48]3)=[O:36])[C@@:16]([C:28]3[CH:33]=[CH:32][C:31]([Cl:34])=[CH:30][CH:29]=3)([CH3:27])[C@@:17]([C:20]3[CH:25]=[CH:24][C:23]([Cl:26])=[CH:22][CH:21]=3)([CH3:19])[N:18]=2)=[CH:7][N:6]=1)([CH3:2])([CH3:3])[CH3:4]. (3) Given the reactants [CH3:1][O:2][C:3]1[C:8]([CH3:9])=[CH:7][C:6]([CH3:10])=[CH:5][C:4]=1[OH:11].FC(F)(F)S(O)(=O)=O, predict the reaction product. The product is: [CH3:1][O:2][C:3]1[C:4]2[O:11][C:6]([CH3:10])([CH3:7])[CH2:5][C:5]=2[C:6]([CH3:10])=[CH:7][C:8]=1[CH3:9]. (4) The product is: [CH:5]1([CH2:11][N:12]2[C:17](=[O:18])[C:16]([C:19]([OH:21])=[O:20])=[CH:15][C:14]3[CH2:24][S:25][CH2:26][CH2:27][C:13]2=3)[CH2:6][CH2:7][CH2:8][CH2:9][CH2:10]1. Given the reactants [OH-].[Na+].CO.[CH:5]1([CH2:11][N:12]2[C:17](=[O:18])[C:16]([C:19]([O:21]CC)=[O:20])=[CH:15][C:14]3[CH2:24][S:25][CH2:26][CH2:27][C:13]2=3)[CH2:10][CH2:9][CH2:8][CH2:7][CH2:6]1.Cl, predict the reaction product. (5) Given the reactants C1C=CC(N([S:8]([C:11]([F:14])([F:13])[F:12])(=[O:10])=[O:9])[S:8]([C:11]([F:14])([F:13])[F:12])(=[O:10])=[O:9])=CC=1.C(N(CC)CC)C.[CH3:29][C:30]1([C:39]2[CH:44]=[CH:43][C:42]([OH:45])=[CH:41][CH:40]=2)[CH2:35][O:34][CH2:33][C:32]2=[CH:36][N:37]=[CH:38][N:31]12, predict the reaction product. The product is: [F:12][C:11]([F:14])([F:13])[S:8]([O:45][C:42]1[CH:43]=[CH:44][C:39]([C:30]2([CH3:29])[CH2:35][O:34][CH2:33][C:32]3=[CH:36][N:37]=[CH:38][N:31]23)=[CH:40][CH:41]=1)(=[O:10])=[O:9].